Dataset: Forward reaction prediction with 1.9M reactions from USPTO patents (1976-2016). Task: Predict the product of the given reaction. Given the reactants [Br:1][C:2]1[CH:7]=[C:6]([CH:8]([CH2:10][CH3:11])[CH3:9])[CH:5]=[CH:4][C:3]=1[OH:12].[C:13](=O)([O-])[O-].[K+].[K+].IC.C(OCC)(=O)C, predict the reaction product. The product is: [Br:1][C:2]1[CH:7]=[C:6]([CH:8]([CH2:10][CH3:11])[CH3:9])[CH:5]=[CH:4][C:3]=1[O:12][CH3:13].